This data is from hERG Central: cardiac toxicity at 1µM, 10µM, and general inhibition. The task is: Predict hERG channel inhibition at various concentrations. (1) The compound is NC(=O)C1(N2CCCCC2)CCN(CC(=O)Nc2ccc(Oc3ccccc3)cc2)CC1. Results: hERG_inhib (hERG inhibition (general)): blocker. (2) The compound is Cc1c(CN2CCC(CO)(CCOc3ccccc3)CC2)[nH]c2ccc(Cl)cc12. Results: hERG_inhib (hERG inhibition (general)): blocker.